The task is: Predict the reaction yield, written as a fraction of the theoretical maximum amount of product (1.0 means a 100% yield; for example, 0.34 means a 34% yield).. This data is from Reaction yield outcomes from USPTO patents with 853,638 reactions. (1) The reactants are [CH3:1][O:2][C:3]1[CH:26]=[CH:25][C:6]([CH2:7][N:8]2[C:13]3[N:14]=[CH:15][C:16]([CH:18]4[CH2:20][O:19]4)=[CH:17][C:12]=3[C:11]3=[N:21][CH:22]=[N:23][N:10]3[C:9]2=[O:24])=[CH:5][CH:4]=1.ClC1C=CC=[C:30]([C:34]([O:36]O)=O)C=1.COC1C=C[C:43]([CH2:44][N:45]2C3N=CC(C=C)=CC=3C3=NC=NN3C2=O)=CC=1.C(=O)(O)[O-].[Na+]. The catalyst is C(Cl)Cl. The product is [OH:19][CH:18]([C:16]1[CH:15]=[N:14][C:13]2[N:8]([CH2:7][C:6]3[CH:25]=[CH:26][C:3]([O:2][CH3:1])=[CH:4][CH:5]=3)[C:9](=[O:24])[N:10]3[N:23]=[CH:22][N:21]=[C:11]3[C:12]=2[CH:17]=1)[CH2:20][N:45]1[CH2:30][CH2:34][O:36][CH2:43][CH2:44]1. The yield is 0.820. (2) The reactants are [CH3:1][C:2]1[C:3]([C:8]#[N:9])=[N:4][CH:5]=[CH:6][CH:7]=1.[CH3:10][NH:11][NH2:12]. The product is [CH3:10][NH:11][NH:12][C:8]([C:3]1[C:2]([CH3:1])=[CH:7][CH:6]=[CH:5][N:4]=1)=[NH:9]. The catalyst is C(O)C. The yield is 0.540.